Dataset: Forward reaction prediction with 1.9M reactions from USPTO patents (1976-2016). Task: Predict the product of the given reaction. (1) Given the reactants [Cl:1][C:2]1[CH:3]=[C:4]([N:8]2[CH2:13][CH2:12][N:11]([C:14]3[C:23]([O:24][C:25]([F:28])([F:27])[F:26])=[C:22]4[C:17]([C:18](=[O:46])[C:19]([C:41]([O:43]CC)=[O:42])=[CH:20][N:21]4[C:29]4[CH:34]=[CH:33][C:32]([CH2:35][N:36]5[CH2:40][CH2:39][CH2:38][CH2:37]5)=[CH:31][CH:30]=4)=[CH:16][C:15]=3[F:47])[CH2:10][CH2:9]2)[CH:5]=[CH:6][CH:7]=1.O, predict the reaction product. The product is: [Cl:1][C:2]1[CH:3]=[C:4]([N:8]2[CH2:13][CH2:12][N:11]([C:14]3[C:23]([O:24][C:25]([F:26])([F:27])[F:28])=[C:22]4[C:17]([C:18](=[O:46])[C:19]([C:41]([OH:43])=[O:42])=[CH:20][N:21]4[C:29]4[CH:30]=[CH:31][C:32]([CH2:35][N:36]5[CH2:37][CH2:38][CH2:39][CH2:40]5)=[CH:33][CH:34]=4)=[CH:16][C:15]=3[F:47])[CH2:10][CH2:9]2)[CH:5]=[CH:6][CH:7]=1. (2) Given the reactants [C:1]([CH:3]([CH:7]1[C:11]([Cl:12])=[C:10](Cl)C(=O)O1)[C:4]([NH2:6])=[O:5])#[N:2].Cl.[F:16][C:17]1[CH:18]=[C:19]([CH:24]([NH2:26])[CH3:25])[CH:20]=[C:21]([F:23])[CH:22]=1, predict the reaction product. The product is: [ClH:12].[Cl:12][C:11]1[CH:7]=[C:3]([C:4]([NH2:6])=[O:5])[C:1](=[NH:2])[N:26]([CH:24]([C:19]2[CH:20]=[C:21]([F:23])[CH:22]=[C:17]([F:16])[CH:18]=2)[CH3:25])[CH:10]=1. (3) The product is: [C:25]([O:33][C@H:34]([CH2:39][CH2:40][C:41](=[O:89])[CH2:42][C@H:43]1[O:81][C@@H:54]2[C@@H:53]([O:58][C@H:57]3[CH2:59][CH2:60][C@H:61]([CH2:63][CH2:64][OH:65])[O:62][C@@H:56]3[C@@H:55]2[OH:73])[C@H:44]1[OH:45])[CH2:35][C:36]([Br:38])=[CH2:37])(=[O:32])[C:26]1[CH:27]=[CH:28][CH:29]=[CH:30][CH:31]=1. Given the reactants Cl.N1C=CN=C1.CCCC[N+](CCCC)(CCCC)CCCC.[F-].[C:25]([O:33][C@H:34]([CH2:39][CH2:40][C:41](=[O:89])/[CH:42]=[CH:43]/[C@@H:44]([C@@H:53]1[O:58][C@H:57]2[CH2:59][CH2:60][C@H:61]([CH2:63][CH2:64][O:65][Si](CC)(CC)CC)[O:62][C@@H:56]2[C@H:55]([O:73][Si](C(C)(C)C)(C)C)[C@@H:54]1[O:81][Si](C(C)(C)C)(C)C)[O:45][Si](C(C)(C)C)(C)C)[CH2:35][C:36]([Br:38])=[CH2:37])(=[O:32])[C:26]1[CH:31]=[CH:30][CH:29]=[CH:28][CH:27]=1.C1(C)C=CC=CC=1, predict the reaction product.